The task is: Predict which catalyst facilitates the given reaction.. This data is from Catalyst prediction with 721,799 reactions and 888 catalyst types from USPTO. Reactant: [Br:1][C:2]1[CH:10]=[CH:9][C:8]2[N:7]([CH:11]([CH3:13])[CH3:12])[CH2:6][C@@H:5]3[CH2:14][N:15]([C:18]([O:20][C:21]([CH3:24])([CH3:23])[CH3:22])=[O:19])[CH2:16][CH2:17][C:3]=1[C:4]=23.[Cl:25]N1C(=O)CCC1=O.C(=O)(O)[O-].[Na+]. Product: [Br:1][C:2]1[CH:10]=[C:9]([Cl:25])[C:8]2[N:7]([CH:11]([CH3:13])[CH3:12])[CH2:6][C@@H:5]3[CH2:14][N:15]([C:18]([O:20][C:21]([CH3:22])([CH3:24])[CH3:23])=[O:19])[CH2:16][CH2:17][C:3]=1[C:4]=23. The catalyst class is: 10.